Dataset: Catalyst prediction with 721,799 reactions and 888 catalyst types from USPTO. Task: Predict which catalyst facilitates the given reaction. (1) Reactant: [Cl:1][C:2]1[CH:7]=[C:6]([F:8])[CH:5]=[CH:4][C:3]=1[CH:9]1[CH2:14][CH:13]([OH:15])[CH2:12][N:11]([NH:16]C(=O)OC(C)(C)C)[C:10]1=[O:24]. Product: [NH2:16][N:11]1[CH2:12][CH:13]([OH:15])[CH2:14][CH:9]([C:3]2[CH:4]=[CH:5][C:6]([F:8])=[CH:7][C:2]=2[Cl:1])[C:10]1=[O:24]. The catalyst class is: 33. (2) Reactant: [Br:1][C:2]1[CH:10]=[C:9]([F:11])[CH:8]=[CH:7][C:3]=1[C:4](O)=[O:5]. Product: [Br:1][C:2]1[CH:10]=[C:9]([F:11])[CH:8]=[CH:7][C:3]=1[CH2:4][OH:5]. The catalyst class is: 7. (3) Reactant: [ClH:1].C(OCC)(=O)C.C(OC([N:15]1[CH2:20][CH2:19][CH:18]([CH2:21][N:22]([CH3:37])[CH2:23][CH:24]2[CH2:29][CH2:28][N:27](C(OC(C)(C)C)=O)[CH2:26][CH2:25]2)[CH2:17][CH2:16]1)=O)(C)(C)C. Product: [ClH:1].[ClH:1].[ClH:1].[NH:15]1[CH2:20][CH2:19][CH:18]([CH2:21][N:22]([CH3:37])[CH2:23][CH:24]2[CH2:25][CH2:26][NH:27][CH2:28][CH2:29]2)[CH2:17][CH2:16]1. The catalyst class is: 2.